Dataset: Forward reaction prediction with 1.9M reactions from USPTO patents (1976-2016). Task: Predict the product of the given reaction. (1) Given the reactants [CH3:1][O:2][C:3](=[O:15])[C:4](=O)[CH:5](Cl)[C:6]1[CH:11]=[CH:10][C:9]([CH3:12])=[CH:8][CH:7]=1.[CH:16]1([C:19](=[S:21])[NH2:20])[CH2:18][CH2:17]1, predict the reaction product. The product is: [CH3:1][O:2][C:3]([C:4]1[N:20]=[C:19]([CH:16]2[CH2:18][CH2:17]2)[S:21][C:5]=1[C:6]1[CH:11]=[CH:10][C:9]([CH3:12])=[CH:8][CH:7]=1)=[O:15]. (2) Given the reactants Br[C:2]1[CH:7]=[CH:6][C:5]([Br:8])=[CH:4][N:3]=1.[NH:9]1[CH2:14][CH2:13][CH:12]([CH2:15][CH2:16][NH:17][C:18](=[O:24])[O:19][C:20]([CH3:23])([CH3:22])[CH3:21])[CH2:11][CH2:10]1.C(=O)([O-])[O-].[K+].[K+].C(=O)([O-])O.[Na+], predict the reaction product. The product is: [Br:8][C:5]1[CH:6]=[CH:7][C:2]([N:9]2[CH2:14][CH2:13][CH:12]([CH2:15][CH2:16][NH:17][C:18](=[O:24])[O:19][C:20]([CH3:22])([CH3:21])[CH3:23])[CH2:11][CH2:10]2)=[N:3][CH:4]=1. (3) Given the reactants C([O:3][C:4]([C:6]1[C:11]2[CH2:12][C@@H:13]3[C:18]([CH3:20])([CH3:19])[C@:17]([CH3:21])([C:10]=2[CH:9]=[CH:8][CH:7]=1)[CH2:16][CH2:15][N:14]3[CH2:22][C:23]1[CH:28]=[CH:27][CH:26]=[CH:25][CH:24]=1)=O)C.[H-].[H-].[H-].[H-].[Li+].[Al+3].O, predict the reaction product. The product is: [CH2:22]([N:14]1[CH2:15][CH2:16][C@:17]2([CH3:21])[C:18]([CH3:20])([CH3:19])[C@H:13]1[CH2:12][C:11]1[C:6]([CH2:4][OH:3])=[CH:7][CH:8]=[CH:9][C:10]=12)[C:23]1[CH:24]=[CH:25][CH:26]=[CH:27][CH:28]=1. (4) Given the reactants [F:1][C:2]([F:17])([C:6]1[CH:11]=[CH:10][C:9]([O:12][CH:13]([CH3:15])[CH3:14])=[C:8]([CH3:16])[CH:7]=1)[C:3]([OH:5])=O.P(Cl)(Cl)(Cl)=O.Cl.[NH2:24][CH2:25][C:26]1[CH:27]=[C:28]2[C:32](=[CH:33][CH:34]=1)[C:31](=[O:35])[N:30]([CH:36]1[CH2:41][CH2:40][C:39](=[O:42])[NH:38][C:37]1=[O:43])[CH2:29]2.C(=O)(O)[O-].[Na+], predict the reaction product. The product is: [O:43]=[C:37]1[CH:36]([N:30]2[CH2:29][C:28]3[C:32](=[CH:33][CH:34]=[C:26]([CH2:25][NH:24][C:3](=[O:5])[C:2]([F:1])([F:17])[C:6]4[CH:11]=[CH:10][C:9]([O:12][CH:13]([CH3:15])[CH3:14])=[C:8]([CH3:16])[CH:7]=4)[CH:27]=3)[C:31]2=[O:35])[CH2:41][CH2:40][C:39](=[O:42])[NH:38]1. (5) The product is: [Cl:1][C:2]1[CH:3]=[C:4]([CH:18]=[CH:19][C:20]=1[Cl:21])[O:5][CH:6]1[CH2:7][CH2:8][N:9]([CH2:12][C@@H:13]([NH:17][S:39]([C:37]2[S:38][C:34]([C:29]3[CH:30]=[CH:31][CH:32]=[CH:33][N:28]=3)=[CH:35][CH:36]=2)(=[O:40])=[O:41])[CH:14]([CH3:15])[CH3:16])[CH2:10][CH2:11]1. Given the reactants [Cl:1][C:2]1[CH:3]=[C:4]([CH:18]=[CH:19][C:20]=1[Cl:21])[O:5][CH:6]1[CH2:11][CH2:10][N:9]([CH2:12][C@@H:13]([NH2:17])[CH:14]([CH3:16])[CH3:15])[CH2:8][CH2:7]1.C([O-])([O-])=O.[K+].[K+].[N:28]1[CH:33]=[CH:32][CH:31]=[CH:30][C:29]=1[C:34]1[S:38][C:37]([S:39](Cl)(=[O:41])=[O:40])=[CH:36][CH:35]=1.O, predict the reaction product. (6) Given the reactants Cl[P:2]([CH:6]([CH3:8])[CH3:7])[CH:3]([CH3:5])[CH3:4].[CH:9]([Mg]Br)=[CH2:10].C1C[O:16]CC1, predict the reaction product. The product is: [CH:3]([P:2](=[O:16])([CH:6]([CH3:8])[CH3:7])[CH:9]=[CH2:10])([CH3:5])[CH3:4]. (7) Given the reactants [Br:1][C:2]1[CH:3]=[CH:4][C:5]2[N:9]=[C:8]([C:10]3[CH:14]=[C:13]([CH3:15])[N:12]([CH2:16][C:17]4[CH:22]=[CH:21][C:20]([CH3:23])=[CH:19][CH:18]=4)[N:11]=3)[NH:7][C:6]=2[CH:24]=1.C(N(C(C)C)CC)(C)C.[CH3:34][Si:35]([CH3:42])([CH3:41])[CH2:36][CH2:37][O:38][CH2:39]Cl.O, predict the reaction product. The product is: [Br:1][C:2]1[CH:3]=[CH:4][C:5]2[N:9]=[C:8]([C:10]3[CH:14]=[C:13]([CH3:15])[N:12]([CH2:16][C:17]4[CH:22]=[CH:21][C:20]([CH3:23])=[CH:19][CH:18]=4)[N:11]=3)[N:7]([CH2:39][O:38][CH2:37][CH2:36][Si:35]([CH3:42])([CH3:41])[CH3:34])[C:6]=2[CH:24]=1. (8) Given the reactants [O:1]=[C:2]1[CH2:10][C:9]2[C:4](=[CH:5][C:6]([C:11]([OH:13])=O)=[CH:7][CH:8]=2)[NH:3]1.[NH:14]1[CH2:19][CH2:18][CH2:17][C@@H:16]2[C:20]3[CH:21]=[CH:22][CH:23]=[CH:24][C:25]=3[CH2:26][C@H:15]12.F[P-](F)(F)(F)(F)F.N1(OC(N(C)C)=[N+](C)C)C2N=CC=CC=2N=N1, predict the reaction product. The product is: [N:14]1([C:11]([C:6]2[CH:5]=[C:4]3[C:9]([CH2:10][C:2](=[O:1])[NH:3]3)=[CH:8][CH:7]=2)=[O:13])[CH2:19][CH2:18][CH2:17][C@@H:16]2[C:20]3[CH:21]=[CH:22][CH:23]=[CH:24][C:25]=3[CH2:26][C@H:15]12. (9) Given the reactants [S:1]([CH2:11][CH2:12][O:13][C:14](=[O:17])[CH:15]=[CH2:16])([C:4]1[CH:10]=[CH:9][C:7]([CH3:8])=[CH:6][CH:5]=1)(=[O:3])=[O:2].[OH:18][CH2:19][CH2:20][O:21][C:22](=[O:25])[CH:23]=[CH2:24].[CH3:26][O:27][C:28](=[O:32])[C:29]([CH3:31])=[CH2:30].CC(N=NC(C#N)(C)C)(C#N)C, predict the reaction product. The product is: [S:1]([CH2:11][CH2:12][O:13][C:14](=[O:17])[CH:15]=[CH2:16])([C:4]1[CH:5]=[CH:6][C:7]([CH3:8])=[CH:9][CH:10]=1)(=[O:3])=[O:2].[OH:18][CH2:19][CH2:20][O:21][C:22](=[O:25])[CH:23]=[CH2:24].[CH3:26][O:27][C:28](=[O:32])[C:29]([CH3:31])=[CH2:30]. (10) Given the reactants Br[C:2]1[C:10]2[C:5](=[CH:6][CH:7]=[C:8]([C:11]#[N:12])[CH:9]=2)[N:4]([CH:13]2[CH2:18][CH2:17][CH2:16][CH2:15][O:14]2)[N:3]=1.[CH3:19][O:20][C:21]1[CH:22]=[C:23](B(O)O)[CH:24]=[CH:25][C:26]=1[O:27][CH3:28].P([O-])([O-])([O-])=O.[K+].[K+].[K+].ClCCl, predict the reaction product. The product is: [CH3:19][O:20][C:21]1[CH:22]=[C:23]([C:2]2[C:10]3[C:5](=[CH:6][CH:7]=[C:8]([C:11]#[N:12])[CH:9]=3)[N:4]([CH:13]3[CH2:18][CH2:17][CH2:16][CH2:15][O:14]3)[N:3]=2)[CH:24]=[CH:25][C:26]=1[O:27][CH3:28].